This data is from Catalyst prediction with 721,799 reactions and 888 catalyst types from USPTO. The task is: Predict which catalyst facilitates the given reaction. Reactant: C([NH:4][C:5]1[C:9]([Cl:10])=[CH:8][S:7][C:6]=1[C:11]([O:13][CH3:14])=[O:12])(=O)C. Product: [NH2:4][C:5]1[C:9]([Cl:10])=[CH:8][S:7][C:6]=1[C:11]([O:13][CH3:14])=[O:12]. The catalyst class is: 240.